Dataset: Reaction yield outcomes from USPTO patents with 853,638 reactions. Task: Predict the reaction yield, written as a fraction of the theoretical maximum amount of product (1.0 means a 100% yield; for example, 0.34 means a 34% yield). The reactants are Cl[C:2]1[CH:7]=[CH:6][C:5]([N+:8]([O-:10])=[O:9])=[CH:4][C:3]=1[O:11][CH3:12].[NH:13]1[CH2:17][CH2:16][C@@H:15]([OH:18])[CH2:14]1. The catalyst is C(Cl)Cl.[OH-].[Na+]. The product is [CH3:12][O:11][C:3]1[CH:4]=[C:5]([N+:8]([O-:10])=[O:9])[CH:6]=[CH:7][C:2]=1[N:13]1[CH2:17][CH2:16][C@@H:15]([OH:18])[CH2:14]1. The yield is 0.910.